Dataset: Full USPTO retrosynthesis dataset with 1.9M reactions from patents (1976-2016). Task: Predict the reactants needed to synthesize the given product. (1) Given the product [O:11]1[CH2:12][CH:13]=[C:14]([C:17]([CH3:21])([CH3:20])[CH:18]=[O:19])[CH2:15][CH2:16]1, predict the reactants needed to synthesize it. The reactants are: C(Cl)(=O)C(Cl)=O.CS(C)=O.[O:11]1[CH2:16][CH:15]=[C:14]([C:17]([CH3:21])([CH3:20])[CH2:18][OH:19])[CH2:13][CH2:12]1.C(N(CC)CC)C. (2) The reactants are: S(OOS([O-])(=O)=O)([O-])(=O)=O.[K+].[K+].O=O.[C:15]([O-])(=O)[CH2:16][CH2:17][CH2:18]CCCC/C=C\[CH2:25][CH2:26][CH2:27][CH2:28][CH2:29][CH2:30][CH2:31][CH3:32].[Na+].[Na].C=CC=C.C=CC1C=CC=CC=1. Given the product [CH2:15]=[CH:16][CH:17]=[CH2:18].[CH2:32]=[CH:31][C:30]1[CH:25]=[CH:26][CH:27]=[CH:28][CH:29]=1, predict the reactants needed to synthesize it. (3) Given the product [Br:1][C:2]1[CH:3]=[CH:4][C:5]2[C:6](=[O:20])[C:21](=[O:24])[C:22]3[C:13]([C:14]=2[CH:15]=1)=[CH:12][C:11]([S:16]([CH3:19])(=[O:18])=[O:17])=[CH:10][CH:9]=3, predict the reactants needed to synthesize it. The reactants are: [Br:1][C:2]1[CH:3]=[CH:4][C:5]2[CH:6]=CC3[C:13]([C:14]=2[CH:15]=1)=[CH:12][C:11]([S:16]([CH3:19])(=[O:18])=[O:17])=[CH:10][CH:9]=3.[OH2:20].[C:21]([OH:24])(=O)[CH3:22].